This data is from Full USPTO retrosynthesis dataset with 1.9M reactions from patents (1976-2016). The task is: Predict the reactants needed to synthesize the given product. Given the product [CH3:2][O:3][C:4]1[CH:5]=[CH:6][C:7]([N+:13]([O-:15])=[O:14])=[C:8]([CH:12]=1)[C:9]([O:11][CH3:16])=[O:10], predict the reactants needed to synthesize it. The reactants are: Cl.[CH3:2][O:3][C:4]1[CH:5]=[CH:6][C:7]([N+:13]([O-:15])=[O:14])=[C:8]([CH:12]=1)[C:9]([OH:11])=[O:10].[CH3:16]O.